From a dataset of Forward reaction prediction with 1.9M reactions from USPTO patents (1976-2016). Predict the product of the given reaction. Given the reactants C[C:2]1[CH:3]=[CH:4][CH:5]=[C:6]([C:8]2[O:9][CH:10]=[C:11]([CH2:13][CH2:14][O:15][C:16]3[C:21]4[S:22][CH:23]=[CH:24][C:20]=4[C:19]([CH:25]=[O:26])=[CH:18][CH:17]=3)[N:12]=2)[CH:7]=1.[CH2:27]([C@H:34]1[CH2:38][O:37][C:36](=[O:39])[N:35]1[C:40](=[O:44])[CH2:41][O:42][CH3:43])[C:28]1[CH:33]=[CH:32][CH:31]=[CH:30][CH:29]=1.B(OS(C(F)(F)F)(=O)=O)(CCCC)[CH2:46]CCC, predict the reaction product. The product is: [CH2:27]([C@H:34]1[CH2:38][O:37][C:36](=[O:39])[N:35]1[C:40](=[O:44])[C@@H:41]([O:42][CH3:43])[C@H:25]([OH:26])[C:19]1[C:20]2[CH:24]=[CH:23][S:22][C:21]=2[C:16]([O:15][CH2:14][CH2:13][C:11]2[N:12]=[C:8]([C:6]3[CH:7]=[CH:2][CH:3]=[CH:4][CH:5]=3)[O:9][C:10]=2[CH3:46])=[CH:17][CH:18]=1)[C:28]1[CH:29]=[CH:30][CH:31]=[CH:32][CH:33]=1.